From a dataset of Forward reaction prediction with 1.9M reactions from USPTO patents (1976-2016). Predict the product of the given reaction. Given the reactants [OH-].[Li+].C[O:4][C:5](=[O:34])[CH2:6][CH:7]1[CH2:12][CH2:11][CH:10]([C:13]2[CH:18]=[CH:17][C:16]([N:19]3[CH2:31][CH2:30][C:22]4[N:23]=[C:24]([O:28][CH3:29])[N:25]=[C:26]([NH2:27])[C:21]=4[C:20]3=[O:32])=[C:15]([F:33])[CH:14]=2)[CH2:9][CH2:8]1.Cl.C(O)(C)C, predict the reaction product. The product is: [NH2:27][C:26]1[C:21]2[C:20](=[O:32])[N:19]([C:16]3[CH:17]=[CH:18][C:13]([CH:10]4[CH2:9][CH2:8][CH:7]([CH2:6][C:5]([OH:34])=[O:4])[CH2:12][CH2:11]4)=[CH:14][C:15]=3[F:33])[CH2:31][CH2:30][C:22]=2[N:23]=[C:24]([O:28][CH3:29])[N:25]=1.